Dataset: Retrosynthesis with 50K atom-mapped reactions and 10 reaction types from USPTO. Task: Predict the reactants needed to synthesize the given product. (1) Given the product COC(=O)c1ccc(CCc2cccc3c2N(S(=O)(=O)c2cccc(OC)c2)CC3)cc1, predict the reactants needed to synthesize it. The reactants are: COC(=O)c1ccc(CCc2cccc3c2NCC3)cc1.COc1cccc(S(=O)(=O)Cl)c1. (2) The reactants are: CC(=O)[O-].CCOc1c(OC)cccc1C(=O)c1cc(Cl)ccc1-n1cccc1. Given the product CCOc1c(OC)cccc1C(=O)c1cc(Cl)ccc1-n1ccc(C=O)c1, predict the reactants needed to synthesize it. (3) The reactants are: C=O.CC(=O)c1c(-c2ccccc2)oc2c(C)cccc12.CNC. Given the product Cc1cccc2c(C(=O)CCN(C)C)c(-c3ccccc3)oc12, predict the reactants needed to synthesize it. (4) Given the product O=C(NCc1ccccc1)c1ccnc(NC(=O)c2ccccc2F)c1, predict the reactants needed to synthesize it. The reactants are: Nc1cc(C(=O)NCc2ccccc2)ccn1.O=C(Cl)c1ccccc1F. (5) Given the product Cc1cn(C2O[C@H](COC(=O)C(C)N)C(C)(O)[C@@]2(C)F)c(=O)[nH]c1=O, predict the reactants needed to synthesize it. The reactants are: Cc1cn(C2O[C@H](COC(=O)[C@H](C)NC(=O)OC(C)(C)C)C(C)(O)[C@@]2(C)F)c(=O)[nH]c1=O. (6) Given the product COC(=O)c1cc2ccc(OCCc3ccccc3)cc2oc1=O, predict the reactants needed to synthesize it. The reactants are: COC(=O)c1cc2ccc(O)cc2oc1=O.OCCc1ccccc1. (7) Given the product NCCNC(=O)OCc1ccccc1, predict the reactants needed to synthesize it. The reactants are: NCCN.O=C(Cl)OCc1ccccc1. (8) Given the product COc1cccc(Nc2ccnc3[nH]c(=O)c4ccccc4c23)c1C#N, predict the reactants needed to synthesize it. The reactants are: COc1cccc(N)c1C#N.O=c1[nH]c2nccc(Cl)c2c2ccccc12. (9) The reactants are: CI.O=Cc1c[nH]c2ccc(Br)cc12. Given the product Cn1cc(C=O)c2cc(Br)ccc21, predict the reactants needed to synthesize it. (10) Given the product CC(=O)CO[C@@H]1[C@@H](NC(=O)Cc2ccccc2)C(=O)N1C(O)C(=O)OC(c1ccccc1)c1ccccc1, predict the reactants needed to synthesize it. The reactants are: CC(=O)CO[C@@H]1[C@@H](NC(=O)Cc2ccccc2)C(=O)N1C(=O)C(=O)OC(c1ccccc1)c1ccccc1.